Dataset: Forward reaction prediction with 1.9M reactions from USPTO patents (1976-2016). Task: Predict the product of the given reaction. (1) Given the reactants [Si]([O:18][CH2:19][CH2:20][C:21]1[C:22](=[O:51])[N:23]([C:27]2[C:32]([CH3:33])=[CH:31][C:30]([N:34]3[CH2:38][C@H:37]([CH2:39][NH:40][C:41]([C:43]4[S:44][C:45]([Cl:48])=[CH:46][CH:47]=4)=[O:42])[O:36][C:35]3=[O:49])=[CH:29][C:28]=2[CH3:50])[CH:24]=[CH:25][CH:26]=1)(C(C)(C)C)(C1C=CC=CC=1)C1C=CC=CC=1.[F-].C([N+](CCCC)(CCCC)CCCC)CCC, predict the reaction product. The product is: [Cl:48][C:45]1[S:44][C:43]([C:41]([NH:40][CH2:39][C@@H:37]2[O:36][C:35](=[O:49])[N:34]([C:30]3[CH:29]=[C:28]([CH3:50])[C:27]([N:23]4[CH:24]=[CH:25][CH:26]=[C:21]([CH2:20][CH2:19][OH:18])[C:22]4=[O:51])=[C:32]([CH3:33])[CH:31]=3)[CH2:38]2)=[O:42])=[CH:47][CH:46]=1. (2) Given the reactants C[O:2][C:3]([C:5]1[CH:6]=[C:7]([CH:11]2[CH2:16][CH2:15][N:14]([C:17]([O:19][C:20]([CH3:23])([CH3:22])[CH3:21])=[O:18])[CH2:13][CH:12]2[O:24][CH2:25][C:26]2[CH:35]=[CH:34][C:33]3[C:28](=[CH:29][CH:30]=[CH:31][CH:32]=3)[CH:27]=2)[CH:8]=[CH:9][CH:10]=1)=O.[BH4-].[Li+], predict the reaction product. The product is: [OH:2][CH2:3][C:5]1[CH:6]=[C:7]([CH:11]2[CH2:16][CH2:15][N:14]([C:17]([O:19][C:20]([CH3:22])([CH3:21])[CH3:23])=[O:18])[CH2:13][CH:12]2[O:24][CH2:25][C:26]2[CH:35]=[CH:34][C:33]3[C:28](=[CH:29][CH:30]=[CH:31][CH:32]=3)[CH:27]=2)[CH:8]=[CH:9][CH:10]=1. (3) The product is: [Br:1][C:2]1[C:8]([F:9])=[CH:7][C:5]([NH2:6])=[C:4]([I:18])[C:3]=1[F:10]. Given the reactants [Br:1][C:2]1[C:8]([F:9])=[CH:7][C:5]([NH2:6])=[CH:4][C:3]=1[F:10].C1C(=O)N([I:18])C(=O)C1.O, predict the reaction product. (4) Given the reactants CS(C)=O.C(Cl)(=O)C(Cl)=O.[CH3:11][O:12][C:13]1[CH:18]=[CH:17][C:16]([CH2:19][CH2:20][CH2:21][OH:22])=[CH:15][CH:14]=1.C(N(CC)CC)C, predict the reaction product. The product is: [CH3:11][O:12][C:13]1[CH:18]=[CH:17][C:16]([CH2:19][CH2:20][CH:21]=[O:22])=[CH:15][CH:14]=1.